This data is from Forward reaction prediction with 1.9M reactions from USPTO patents (1976-2016). The task is: Predict the product of the given reaction. (1) Given the reactants Cl.[OH:2][C:3]12[C:14]3[C:9](=[C:10]([N+:15]([O-])=O)[CH:11]=[CH:12][CH:13]=3)[C:8](=[O:18])[C:7]1([NH:19][C:20]([C:22]1[S:26][C:25]3[CH:27]=[CH:28][CH:29]=[CH:30][C:24]=3[CH:23]=1)=[O:21])[C:6]1[CH:31]=[CH:32][C:33]([CH:35]([CH3:37])[CH3:36])=[CH:34][C:5]=1[O:4]2.C(O)C, predict the reaction product. The product is: [NH2:15][C:10]1[CH:11]=[CH:12][CH:13]=[C:14]2[C:9]=1[C:8](=[O:18])[C:7]1([NH:19][C:20]([C:22]3[S:26][C:25]4[CH:27]=[CH:28][CH:29]=[CH:30][C:24]=4[CH:23]=3)=[O:21])[C:6]3[CH:31]=[CH:32][C:33]([CH:35]([CH3:37])[CH3:36])=[CH:34][C:5]=3[O:4][C:3]12[OH:2]. (2) Given the reactants C1(S(NN)(=O)=O)C=CC=CC=1.[O:12]1[C:16]2([CH2:21][CH2:20][CH:19]([CH:22]=[O:23])[CH2:18][CH2:17]2)[O:15][CH2:14][CH2:13]1, predict the reaction product. The product is: [O:12]1[C:16]2([CH2:21][CH2:20][C:19]([CH:22]=[O:23])=[CH:18][CH2:17]2)[O:15][CH2:14][CH2:13]1. (3) Given the reactants C([Li])CCC.Br[C:7]1[CH:12]=[CH:11][N:10]=[C:9]([CH:13]([F:15])[F:14])[CH:8]=1.[Br:16][C:17]1[CH:18]=[C:19]([C:23]([C:31]2[CH:36]=[CH:35][CH:34]=[C:33]([F:37])[C:32]=2[C:38]#[N:39])=[N:24]S(C(C)(C)C)=O)[CH:20]=[CH:21][CH:22]=1.CO, predict the reaction product. The product is: [Br:16][C:17]1[CH:18]=[C:19]([C:23]2([C:7]3[CH:12]=[CH:11][N:10]=[C:9]([CH:13]([F:15])[F:14])[CH:8]=3)[C:31]3[C:32](=[C:33]([F:37])[CH:34]=[CH:35][CH:36]=3)[C:38]([NH2:39])=[N:24]2)[CH:20]=[CH:21][CH:22]=1. (4) Given the reactants [F:1][C:2]1[CH:3]=[C:4]([CH2:9][C@H:10]([NH:22]C(=O)OC(C)(C)C)[C:11]2[O:12][C:13]([C:16]3[CH:21]=[CH:20][CH:19]=[CH:18][CH:17]=3)=[N:14][N:15]=2)[CH:5]=[C:6]([F:8])[CH:7]=1.Cl, predict the reaction product. The product is: [F:1][C:2]1[CH:3]=[C:4]([CH2:9][C@@H:10]([C:11]2[O:12][C:13]([C:16]3[CH:21]=[CH:20][CH:19]=[CH:18][CH:17]=3)=[N:14][N:15]=2)[NH2:22])[CH:5]=[C:6]([F:8])[CH:7]=1. (5) Given the reactants [NH2:1][C:2]1[N:3]=[C:4](O)[C:5]2[CH2:12][CH2:11][O:10][C:9]3[CH:13]=[CH:14][C:15]([Cl:17])=[CH:16][C:8]=3[C:6]=2[N:7]=1.O=P(Cl)(Cl)[Cl:21].C(N(CC)CC)C.Cl, predict the reaction product. The product is: [Cl:21][C:4]1[C:5]2[CH2:12][CH2:11][O:10][C:9]3[CH:13]=[CH:14][C:15]([Cl:17])=[CH:16][C:8]=3[C:6]=2[N:7]=[C:2]([NH2:1])[N:3]=1. (6) Given the reactants C(OC([NH:8]/[N:9]=[CH:10]/[C:11]1[C:16]([C:17](OC)=[O:18])=[C:15]([Cl:21])[N:14]=[C:13]([Cl:22])[CH:12]=1)=O)(C)(C)C.FC(F)(F)C(O)=O, predict the reaction product. The product is: [Cl:21][C:15]1[C:16]2[C:17](=[O:18])[NH:8][N:9]=[CH:10][C:11]=2[CH:12]=[C:13]([Cl:22])[N:14]=1.